Dataset: Peptide-MHC class II binding affinity with 134,281 pairs from IEDB. Task: Regression. Given a peptide amino acid sequence and an MHC pseudo amino acid sequence, predict their binding affinity value. This is MHC class II binding data. (1) The peptide sequence is EWEFVNTPPLVKLWY. The MHC is DRB1_1101 with pseudo-sequence DRB1_1101. The binding affinity (normalized) is 0.469. (2) The peptide sequence is GELQIVDKIIAAFKI. The MHC is DRB4_0101 with pseudo-sequence DRB4_0103. The binding affinity (normalized) is 0.765. (3) The peptide sequence is QAGGKLCPNNLCCSQ. The MHC is HLA-DQA10501-DQB10301 with pseudo-sequence HLA-DQA10501-DQB10301. The binding affinity (normalized) is 0.538.